From a dataset of TCR-epitope binding with 47,182 pairs between 192 epitopes and 23,139 TCRs. Binary Classification. Given a T-cell receptor sequence (or CDR3 region) and an epitope sequence, predict whether binding occurs between them. (1) The epitope is KRWIILGLNK. The TCR CDR3 sequence is CASSLGANAVEQYF. Result: 1 (the TCR binds to the epitope). (2) The epitope is GTITSGWTF. The TCR CDR3 sequence is CASSLELRAGEQFF. Result: 1 (the TCR binds to the epitope). (3) The epitope is FLLNKEMYL. The TCR CDR3 sequence is CASSLHLGSPLHF. Result: 1 (the TCR binds to the epitope). (4) The epitope is RTLNAWVKV. The TCR CDR3 sequence is CASRGSGTSSVYEQYF. Result: 1 (the TCR binds to the epitope).